This data is from Forward reaction prediction with 1.9M reactions from USPTO patents (1976-2016). The task is: Predict the product of the given reaction. (1) Given the reactants I[C:2]1[CH:9]=[CH:8][C:5]([CH2:6][OH:7])=[CH:4][CH:3]=1.[CH:10]([CH:12]1[CH2:17][CH2:16][CH2:15][CH2:14][CH2:13]1)=[CH2:11].C(N(CC)CC)C, predict the reaction product. The product is: [CH:12]1(/[CH:10]=[CH:11]/[C:2]2[CH:9]=[CH:8][C:5]([CH2:6][OH:7])=[CH:4][CH:3]=2)[CH2:17][CH2:16][CH2:15][CH2:14][CH2:13]1. (2) Given the reactants [NH2:1][C:2]1[CH:22]=[CH:21][CH:20]=[CH:19][C:3]=1[CH2:4][NH:5][CH:6]1[CH2:11][CH2:10][N:9]([CH2:12][C:13]2[CH:18]=[CH:17][CH:16]=[CH:15][CH:14]=2)[CH2:8][CH2:7]1.[S:23](N)(N)(=[O:25])=[O:24].Cl.C(OCC)C, predict the reaction product. The product is: [CH2:12]([N:9]1[CH2:10][CH2:11][CH:6]([N:5]2[CH2:4][C:3]3[CH:19]=[CH:20][CH:21]=[CH:22][C:2]=3[NH:1][S:23]2(=[O:25])=[O:24])[CH2:7][CH2:8]1)[C:13]1[CH:14]=[CH:15][CH:16]=[CH:17][CH:18]=1. (3) The product is: [C:22]([O:26][C:27]([C:29]1[CH:34]=[CH:33][C:32]([C:2]2[CH:20]=[CH:19][C:5]([CH2:6][CH:7]3[CH2:11][CH2:10][N:9]([CH:12]4[CH2:17][CH2:16][CH2:15][CH2:14][CH2:13]4)[C:8]3=[O:18])=[C:4]([Cl:21])[CH:3]=2)=[CH:31][CH:30]=1)=[O:28])([CH3:25])([CH3:23])[CH3:24]. Given the reactants Br[C:2]1[CH:20]=[CH:19][C:5]([CH2:6][CH:7]2[CH2:11][CH2:10][N:9]([CH:12]3[CH2:17][CH2:16][CH2:15][CH2:14][CH2:13]3)[C:8]2=[O:18])=[C:4]([Cl:21])[CH:3]=1.[C:22]([O:26][C:27]([C:29]1[CH:34]=[CH:33][C:32](B(O)O)=[CH:31][CH:30]=1)=[O:28])([CH3:25])([CH3:24])[CH3:23], predict the reaction product. (4) The product is: [OH:11][CH2:10][CH:9]1[O:12][C:13](=[O:15])[N:7]([C:1]2[CH:6]=[CH:5][CH:4]=[CH:3][CH:2]=2)[CH2:8]1. Given the reactants [C:1]1([NH:7][CH2:8][CH:9]([OH:12])[CH2:10][OH:11])[CH:6]=[CH:5][CH:4]=[CH:3][CH:2]=1.[CH2:13]([O:15]C(=O)OCC)C.C[O-].[Na+].CO, predict the reaction product. (5) Given the reactants [F:1][C:2]([F:17])([F:16])[C:3]1[C:11]2[CH2:10][CH2:9][CH2:8][CH2:7][C:6]=2[N:5]([CH2:12][C:13]([OH:15])=O)[N:4]=1.C[N:19](C=O)C.O[N:24]=[C:25]([C:27]1C=NN2C(C(F)(F)F)=C[C:33]([C:40](F)(F)F)=[N:32][C:31]=12)[NH2:26].Cl.C(N=C=NCCCN(C)C)C.O.ON1C2C=CC=CC=2N=N1, predict the reaction product. The product is: [N:19]1[CH:40]=[CH:33][N:32]=[CH:31][C:27]=1[C:25]1[N:24]=[C:13]([CH2:12][N:5]2[C:6]3[CH2:7][CH2:8][CH2:9][CH2:10][C:11]=3[C:3]([C:2]([F:1])([F:17])[F:16])=[N:4]2)[O:15][N:26]=1.